This data is from Forward reaction prediction with 1.9M reactions from USPTO patents (1976-2016). The task is: Predict the product of the given reaction. (1) Given the reactants [CH:1]([NH:14][CH2:15][C:16]([OH:18])=O)([C:8]1[CH:13]=[CH:12][CH:11]=[CH:10][CH:9]=1)[C:2]1[CH:7]=[CH:6][CH:5]=[CH:4][CH:3]=1.C(N(CC)CC)C.C1C=CC2N(O)N=NC=2C=1.CC(C)N=C=NC(C)C.[C:45]1([CH:51]([C:55]2[CH:60]=[CH:59][CH:58]=[CH:57][CH:56]=2)[CH2:52][CH2:53][NH2:54])[CH:50]=[CH:49][CH:48]=[CH:47][CH:46]=1.[ClH:61].O1CCOCC1, predict the reaction product. The product is: [ClH:61].[CH:1]([NH:14][CH2:15][C:16]([NH:54][CH2:53][CH2:52][CH:51]([C:45]1[CH:50]=[CH:49][CH:48]=[CH:47][CH:46]=1)[C:55]1[CH:60]=[CH:59][CH:58]=[CH:57][CH:56]=1)=[O:18])([C:2]1[CH:3]=[CH:4][CH:5]=[CH:6][CH:7]=1)[C:8]1[CH:9]=[CH:10][CH:11]=[CH:12][CH:13]=1. (2) Given the reactants [Cl:1][C:2]1[CH:7]=[CH:6][C:5]([C:8]2[CH:13]=[CH:12][CH:11]=[CH:10][C:9]=2[N+:14]([O-])=O)=[C:4]([CH3:17])[CH:3]=1.C1(P(C2C=CC=CC=2)C2C=CC=CC=2)C=CC=CC=1, predict the reaction product. The product is: [Cl:1][C:2]1[CH:3]=[C:4]([CH3:17])[C:5]2[C:8]3[C:9](=[CH:10][CH:11]=[CH:12][CH:13]=3)[NH:14][C:6]=2[CH:7]=1. (3) Given the reactants C[O:2][CH:3](OC)[C:4]1[C:9]([C:10]([O:12][CH3:13])=[O:11])=[CH:8][C:7]([C:14]2[CH:15]=[CH:16][C:17](=[O:23])[N:18]([CH:20]([CH3:22])[CH3:21])[N:19]=2)=[C:6]([C:24]2[CH:29]=[CH:28][CH:27]=[CH:26][CH:25]=2)[N:5]=1.Cl.C([O-])(O)=O.[Na+], predict the reaction product. The product is: [CH:3]([C:4]1[C:9]([C:10]([O:12][CH3:13])=[O:11])=[CH:8][C:7]([C:14]2[CH:15]=[CH:16][C:17](=[O:23])[N:18]([CH:20]([CH3:22])[CH3:21])[N:19]=2)=[C:6]([C:24]2[CH:25]=[CH:26][CH:27]=[CH:28][CH:29]=2)[N:5]=1)=[O:2].